This data is from Forward reaction prediction with 1.9M reactions from USPTO patents (1976-2016). The task is: Predict the product of the given reaction. Given the reactants [CH3:1][CH2:2][N:3]1[C:9]2[N:10]=[C:11]([N:14]3[CH2:19][CH2:18][NH:17][CH2:16][CH2:15]3)[N:12]=[CH:13][C:8]=2[C:6](=[O:7])[C:5]([C:20]([OH:22])=[O:21])=[CH:4]1.[CH3:23][O:24][C:25]1[CH:30]=[CH:29][C:28]([N:31]=[C:32]=[S:33])=[CH:27][CH:26]=1, predict the reaction product. The product is: [CH3:23][O:24][C:25]1[CH:30]=[CH:29][C:28]([NH:31][C:32]([N:17]2[CH2:18][CH2:19][N:14]([C:11]3[N:12]=[CH:13][C:8]4[C:6](=[O:7])[C:5]([C:20]([OH:22])=[O:21])=[CH:4][N:3]([CH2:2][CH3:1])[C:9]=4[N:10]=3)[CH2:15][CH2:16]2)=[S:33])=[CH:27][CH:26]=1.